This data is from Reaction yield outcomes from USPTO patents with 853,638 reactions. The task is: Predict the reaction yield, written as a fraction of the theoretical maximum amount of product (1.0 means a 100% yield; for example, 0.34 means a 34% yield). (1) The product is [Br:1][C:2]1[CH:3]=[C:4]2[C:9](=[CH:10][CH:11]=1)[N:8]=[CH:7][C:6]([C:12](=[O:16])[CH:13]([CH3:15])[CH3:14])=[C:5]2[NH:18][C@H:19]1[CH2:24][CH2:23][C@H:22]([NH:25][C:26](=[O:32])[O:27][C:28]([CH3:30])([CH3:29])[CH3:31])[CH2:21][CH2:20]1. The yield is 0.810. No catalyst specified. The reactants are [Br:1][C:2]1[CH:3]=[C:4]2[C:9](=[CH:10][CH:11]=1)[N:8]=[CH:7][C:6]([C:12](=[O:16])[CH:13]([CH3:15])[CH3:14])=[C:5]2Cl.[NH2:18][C@H:19]1[CH2:24][CH2:23][C@H:22]([NH:25][C:26](=[O:32])[O:27][C:28]([CH3:31])([CH3:30])[CH3:29])[CH2:21][CH2:20]1. (2) The reactants are [CH3:1][C:2]1[CH:8]=[CH:7][CH:6]=[CH:5][C:3]=1[NH2:4].[N:9]([O-])=O.[Na+].C([O-])(=O)C.[Na+].[C:18]([CH2:21][C:22](=[O:24])[CH3:23])(=[O:20])[CH3:19]. The catalyst is C(O)(=O)C.Cl.O.C(O)C. The product is [CH3:1][C:2]1[CH:8]=[CH:7][CH:6]=[CH:5][C:3]=1[NH:4][N:9]=[C:21]([C:22](=[O:24])[CH3:23])[C:18](=[O:20])[CH3:19]. The yield is 0.490. (3) The reactants are Cl[C:2]1[N:3]=[C:4]([NH:15][CH3:16])[C:5]2[N:11]=[C:10](Cl)[N:9]=[C:8]([NH:13][CH3:14])[C:6]=2[N:7]=1.[CH2:17]([NH2:20])[CH:18]=[CH2:19].C([O-])(O)=O.[Na+]. The catalyst is C(O)CCC. The product is [CH2:17]([NH:20][C:2]1[N:3]=[C:4]([NH:15][CH3:16])[C:5]2[N:11]=[C:10]([NH:3][CH2:4][CH:5]=[CH2:6])[N:9]=[C:8]([NH:13][CH3:14])[C:6]=2[N:7]=1)[CH:18]=[CH2:19]. The yield is 0.370. (4) The reactants are [C:1]([C:5]1[N:10]=[C:9]([NH:11][C:12]2[CH:13]=[C:14]([NH:21][C@@H:22]3[CH2:27][CH2:26][O:25][CH2:24][C@@H:23]3[NH:28]C(=O)OC(C)(C)C)[N:15]=[N:16][C:17]=2[C:18](=[O:20])[NH2:19])[CH:8]=[CH:7][CH:6]=1)([CH3:4])([CH3:3])[CH3:2].C(O)(C(F)(F)F)=O. The catalyst is C(Cl)Cl. The product is [NH2:28][C@@H:23]1[C@H:22]([NH:21][C:14]2[N:15]=[N:16][C:17]([C:18]([NH2:19])=[O:20])=[C:12]([NH:11][C:9]3[CH:8]=[CH:7][CH:6]=[C:5]([C:1]([CH3:4])([CH3:3])[CH3:2])[N:10]=3)[CH:13]=2)[CH2:27][CH2:26][O:25][CH2:24]1. The yield is 0.405.